From a dataset of Catalyst prediction with 721,799 reactions and 888 catalyst types from USPTO. Predict which catalyst facilitates the given reaction. (1) The catalyst class is: 6. Product: [N:1]([C:2]1[C:9]([Br:10])=[CH:8][C:7]([Cl:11])=[CH:6][C:3]=1[CH:4]=[O:5])=[N+:17]=[N-:18]. Reactant: [NH2:1][C:2]1[C:9]([Br:10])=[CH:8][C:7]([Cl:11])=[CH:6][C:3]=1[CH:4]=[O:5].Cl.N([O-])=O.[Na+].[N-:17]=[N+:18]=[N-].[Na+]. (2) Reactant: Br[C:2]1[CH:3]=[CH:4][C:5]([CH3:19])=[C:6]([CH:18]=1)[C:7]([NH:9][CH2:10][CH:11]1[CH2:17][CH2:16][CH2:15][CH2:14][CH2:13][CH2:12]1)=[O:8].C([O-])(=O)C.[K+].[CH3:25][C:26]1([CH3:42])[C:30]([CH3:32])([CH3:31])[O:29][B:28]([B:28]2[O:29][C:30]([CH3:32])([CH3:31])[C:26]([CH3:42])([CH3:25])[O:27]2)[O:27]1.C(OCC)(=O)C.O. Product: [CH:11]1([CH2:10][NH:9][C:7](=[O:8])[C:6]2[CH:18]=[C:2]([B:28]3[O:29][C:30]([CH3:32])([CH3:31])[C:26]([CH3:42])([CH3:25])[O:27]3)[CH:3]=[CH:4][C:5]=2[CH3:19])[CH2:17][CH2:16][CH2:15][CH2:14][CH2:13][CH2:12]1. The catalyst class is: 427.